From a dataset of Forward reaction prediction with 1.9M reactions from USPTO patents (1976-2016). Predict the product of the given reaction. (1) The product is: [ClH:1].[Cl:1][C:2]1[CH:3]=[C:4]([C:12]2[C:13]([O:23][C:24]3[CH:29]=[CH:28][C:27]([O:30][CH2:31][CH2:32][N:33]4[CH2:34][CH2:35][CH2:36][CH2:37][CH2:38]4)=[CH:26][CH:25]=3)=[C:14]3[C:19](=[CH:20][CH:21]=2)[CH:18]=[C:17]([OH:22])[CH:16]=[CH:15]3)[CH:5]=[CH:6][C:7]=1[S:8]([CH3:11])(=[O:10])=[O:9]. Given the reactants [Cl:1][C:2]1[CH:3]=[C:4]([C:12]2[C:13]([O:23][C:24]3[CH:29]=[CH:28][C:27]([O:30][CH2:31][CH2:32][N:33]4[CH2:38][CH2:37][CH2:36][CH2:35][CH2:34]4)=[CH:26][CH:25]=3)=[C:14]3[C:19](=[CH:20][CH:21]=2)[CH:18]=[C:17]([OH:22])[CH:16]=[CH:15]3)[CH:5]=[CH:6][C:7]=1[S:8]([CH3:11])(=[O:10])=[O:9].Cl, predict the reaction product. (2) Given the reactants Br[C:2]1[CH:7]=[CH:6][C:5]([C:8]2[N:9]([CH2:14][C@@H:15]3[CH2:19][CH2:18][N:17]([C:20]([CH:22]4[CH2:24][CH2:23]4)=[O:21])[CH2:16]3)[C:10](=[O:13])[NH:11][N:12]=2)=[CH:4][CH:3]=1.[F:25][C:26]1[CH:31]=[CH:30][C:29](B(O)O)=[CH:28][CH:27]=1.[O-]P([O-])([O-])=O.[K+].[K+].[K+], predict the reaction product. The product is: [CH:22]1([C:20]([N:17]2[CH2:18][CH2:19][C@@H:15]([CH2:14][N:9]3[C:8]([C:5]4[CH:6]=[CH:7][C:2]([C:29]5[CH:30]=[CH:31][C:26]([F:25])=[CH:27][CH:28]=5)=[CH:3][CH:4]=4)=[N:12][NH:11][C:10]3=[O:13])[CH2:16]2)=[O:21])[CH2:24][CH2:23]1. (3) Given the reactants C[O:2][C:3]1[CH:11]=[CH:10][CH:9]=[C:8]2[C:4]=1[CH:5]=[C:6]([C:13]([OH:15])=[O:14])[N:7]2[CH3:12].B(Br)(Br)Br.[OH-].[Na+], predict the reaction product. The product is: [OH:2][C:3]1[CH:11]=[CH:10][CH:9]=[C:8]2[C:4]=1[CH:5]=[C:6]([C:13]([OH:15])=[O:14])[N:7]2[CH3:12]. (4) Given the reactants [S:1]1[C:5]2[CH:6]=[CH:7][CH:8]=[CH:9][C:4]=2[C:3]([NH:10][CH2:11][CH2:12][NH2:13])=[N:2]1.[C:14]([O:18][C:19]([N:21]1[CH2:26][CH2:25][CH2:24][CH:23]([C:27](O)=[O:28])[CH2:22]1)=[O:20])([CH3:17])([CH3:16])[CH3:15].Cl.CN(C)CCCN=C=NCC.C(N(CC)CC)C, predict the reaction product. The product is: [S:1]1[C:5]2[CH:6]=[CH:7][CH:8]=[CH:9][C:4]=2[C:3]([NH:10][CH2:11][CH2:12][NH:13][C:27]([CH:23]2[CH2:24][CH2:25][CH2:26][N:21]([C:19]([O:18][C:14]([CH3:17])([CH3:16])[CH3:15])=[O:20])[CH2:22]2)=[O:28])=[N:2]1. (5) Given the reactants [F:1][C:2]1[CH:7]=[CH:6][C:5]([C:8]2[CH:13]=[CH:12][CH:11]=[C:10]([S:14](Cl)(=[O:16])=[O:15])[CH:9]=2)=[CH:4][CH:3]=1.[NH2:18][C:19]1[CH:20]=[C:21]([NH:26][C:27]([NH:29][CH2:30][C:31]2[CH:36]=[CH:35][CH:34]=[CH:33][CH:32]=2)=[O:28])[CH:22]=[CH:23][C:24]=1[CH3:25], predict the reaction product. The product is: [CH2:30]([NH:29][C:27](=[O:28])[NH:26][C:21]1[CH:22]=[CH:23][C:24]([CH3:25])=[C:19]([NH:18][S:14]([C:10]2[CH:9]=[C:8]([C:5]3[CH:6]=[CH:7][C:2]([F:1])=[CH:3][CH:4]=3)[CH:13]=[CH:12][CH:11]=2)(=[O:16])=[O:15])[CH:20]=1)[C:31]1[CH:32]=[CH:33][CH:34]=[CH:35][CH:36]=1. (6) Given the reactants [F:1][C:2]1[CH:7]=[CH:6][C:5]([C@@H:8]2[CH2:13][CH:12]=[CH:11][CH2:10][C@H:9]2[C:14]([OH:16])=[O:15])=[CH:4][CH:3]=1, predict the reaction product. The product is: [F:1][C:2]1[CH:3]=[CH:4][C:5]([C@@H:8]2[CH2:13][CH2:12][CH2:11][CH2:10][C@H:9]2[C:14]([OH:16])=[O:15])=[CH:6][CH:7]=1. (7) Given the reactants O(C(C)(C)C)[K].CC(O)(C)C.[CH3:12][CH:13]([C:19](=[O:21])[CH3:20])[C:14]([O:16][CH2:17][CH3:18])=[O:15].Br[CH2:23][CH:24]1[CH2:29][CH2:28][CH2:27][CH2:26][CH2:25]1, predict the reaction product. The product is: [CH:24]1([CH2:23][C:13]([CH3:12])([C:19](=[O:21])[CH3:20])[C:14]([O:16][CH2:17][CH3:18])=[O:15])[CH2:29][CH2:28][CH2:27][CH2:26][CH2:25]1. (8) Given the reactants [CH:1]1([NH:4][C:5](=[O:31])[C:6]2[CH:11]=[C:10]([F:12])[C:9]([CH3:13])=[C:8]([C:14]3[CH:15]=[C:16]4[C:21](=[CH:22][CH:23]=3)[C:20](=[O:24])[N:19]([CH2:25][CH:26]3[CH2:28][CH2:27]3)[CH:18]=[C:17]4[CH:29]=O)[CH:7]=2)[CH2:3][CH2:2]1.[CH3:32][C@@H:33]1[CH2:38][NH:37][CH2:36][C@H:35]([CH3:39])[NH:34]1, predict the reaction product. The product is: [CH:1]1([NH:4][C:5](=[O:31])[C:6]2[CH:11]=[C:10]([F:12])[C:9]([CH3:13])=[C:8]([C:14]3[CH:15]=[C:16]4[C:21](=[CH:22][CH:23]=3)[C:20](=[O:24])[N:19]([CH2:25][CH:26]3[CH2:27][CH2:28]3)[CH:18]=[C:17]4[CH2:29][N:37]3[CH2:36][C@@H:35]([CH3:39])[NH:34][C@@H:33]([CH3:32])[CH2:38]3)[CH:7]=2)[CH2:2][CH2:3]1. (9) Given the reactants [Cl:1][C:2]1[N:9]=[C:8](Cl)[CH:7]=[C:6]([CH3:11])[C:3]=1[C:4]#[N:5].[OH2:12].Cl.[CH3:14]O, predict the reaction product. The product is: [Cl:1][C:2]1[N:9]=[C:8]([O:12][CH3:14])[CH:7]=[C:6]([CH3:11])[C:3]=1[C:4]#[N:5].